From a dataset of Forward reaction prediction with 1.9M reactions from USPTO patents (1976-2016). Predict the product of the given reaction. (1) Given the reactants [CH3:1][O:2][C:3]1[CH:4]=[C:5]([C:9]([NH:11][NH2:12])=[O:10])[CH:6]=[CH:7][CH:8]=1.[N-:13]=[C:14]=[S:15].[N:16]1([S:22]([C:25]2[CH:30]=[CH:29][CH:28]=[CH:27][CH:26]=2)(=[O:24])=[O:23])[CH2:21][CH2:20][CH2:19][CH2:18][CH2:17]1, predict the reaction product. The product is: [CH3:1][O:2][C:3]1[CH:4]=[C:5]([C:9]([NH:11][NH:12][C:14]([NH:13][C:28]2[CH:29]=[CH:30][C:25]([S:22]([N:16]3[CH2:17][CH2:18][CH2:19][CH2:20][CH2:21]3)(=[O:24])=[O:23])=[CH:26][CH:27]=2)=[S:15])=[O:10])[CH:6]=[CH:7][CH:8]=1. (2) Given the reactants Br[C:2]1[CH:11]=[C:10]2[C:5]([CH:6]=[CH:7][C:8]([C:12]3[N:16]4[CH:17]=[C:18]([CH:21]([N:26]5[CH2:30][CH2:29][C@H:28]([NH:31][C:32](=[O:38])[O:33][C:34]([CH3:37])([CH3:36])[CH3:35])[CH2:27]5)[C:22]([F:25])([F:24])[F:23])[CH:19]=[CH:20][C:15]4=[N:14][N:13]=3)=[N:9]2)=[CH:4][CH:3]=1.[CH3:39][N:40]1[CH:44]=[C:43](B2OC(C)(C)C(C)(C)O2)[CH:42]=[N:41]1.C(N(CC)CC)C, predict the reaction product. The product is: [F:23][C:22]([F:24])([F:25])[CH:21]([N:26]1[CH2:30][CH2:29][C@H:28]([NH:31][C:32](=[O:38])[O:33][C:34]([CH3:37])([CH3:36])[CH3:35])[CH2:27]1)[C:18]1[CH:19]=[CH:20][C:15]2[N:16]([C:12]([C:8]3[CH:7]=[CH:6][C:5]4[C:10](=[CH:11][C:2]([C:43]5[CH:42]=[N:41][N:40]([CH3:39])[CH:44]=5)=[CH:3][CH:4]=4)[N:9]=3)=[N:13][N:14]=2)[CH:17]=1. (3) Given the reactants Cl.[O:2]([NH2:4])[CH3:3].[CH3:5][O:6][C:7]1[CH:16]=[C:15]2[C:10]([CH2:11][C:12](=O)[CH2:13][O:14]2)=[CH:9][CH:8]=1, predict the reaction product. The product is: [CH3:3][O:2][N:4]=[C:12]1[CH2:11][C:10]2[C:15](=[CH:16][C:7]([O:6][CH3:5])=[CH:8][CH:9]=2)[O:14][CH2:13]1. (4) Given the reactants [NH2:1][C:2]1[CH:7]=[CH:6][C:5]([C:8]2[S:12][C:11]([CH2:13][NH:14][S:15]([C:18]([F:21])([F:20])[F:19])(=[O:17])=[O:16])=[N:10][CH:9]=2)=[CH:4][CH:3]=1.[F:22][C:23]1[CH:28]=[C:27]([F:29])[C:26]([F:30])=[CH:25][C:24]=1[N:31]=[C:32]=[O:33], predict the reaction product. The product is: [F:21][C:18]([F:19])([F:20])[S:15]([NH:14][CH2:13][C:11]1[S:12][C:8]([C:5]2[CH:4]=[CH:3][C:2]([NH:1][C:32]([NH:31][C:24]3[CH:25]=[C:26]([F:30])[C:27]([F:29])=[CH:28][C:23]=3[F:22])=[O:33])=[CH:7][CH:6]=2)=[CH:9][N:10]=1)(=[O:17])=[O:16]. (5) The product is: [F:1][C:2]1[CH:3]=[CH:4][CH:5]=[C:6]2[C:11]=1[C:10]([CH3:13])([CH3:12])[C:9](=[O:14])[C:8]([C:15]([NH:17][CH2:18][C:19]([OH:21])=[O:20])=[O:16])=[C:7]2[OH:26]. Given the reactants [F:1][C:2]1[CH:3]=[CH:4][CH:5]=[C:6]2[C:11]=1[C:10]([CH3:13])([CH3:12])[C:9](=[O:14])[C:8]([C:15]([NH:17][CH2:18][C:19]([O:21]C(C)(C)C)=[O:20])=[O:16])=[C:7]2[OH:26].C(O)(C(F)(F)F)=O, predict the reaction product. (6) Given the reactants [CH3:1][O:2][C:3](=[O:8])[C@@H:4]([CH3:7])[CH2:5][OH:6].C(N(CC)CC)C.[CH3:16][S:17](Cl)(=[O:19])=[O:18].C(OC(=O)CC(C)=O)C, predict the reaction product. The product is: [CH3:1][O:2][C:3](=[O:8])[C@@H:4]([CH3:7])[CH2:5][O:6][S:17]([CH3:16])(=[O:19])=[O:18].